From a dataset of Forward reaction prediction with 1.9M reactions from USPTO patents (1976-2016). Predict the product of the given reaction. (1) The product is: [F:19][C:18]1[CH:17]=[CH:16][C:4]([CH2:5][NH:6][C:7]([C:9]2([C:12]([F:13])([F:14])[F:15])[CH2:10][CH2:11]2)=[O:8])=[CH:3][C:2]=1[N:1]=[C:25]=[S:26]. Given the reactants [NH2:1][C:2]1[CH:3]=[C:4]([CH:16]=[CH:17][C:18]=1[F:19])[CH2:5][NH:6][C:7]([C:9]1([C:12]([F:15])([F:14])[F:13])[CH2:11][CH2:10]1)=[O:8].C1N=CN([C:25](N2C=NC=C2)=[S:26])C=1, predict the reaction product. (2) Given the reactants [NH2:1][C:2]1[N:7]=[C:6]2[S:8][N:9]([CH2:12][C:13](=[O:20])[N:14]3[CH2:19][CH2:18][NH:17][CH2:16][CH2:15]3)[C:10](=[O:11])[C:5]2=[C:4]([CH3:21])[CH:3]=1.C(O)(C(F)(F)F)=O.Cl[C:30]([O:32][C:33]1[CH:38]=[CH:37][C:36]([N+:39]([O-:41])=[O:40])=[CH:35][CH:34]=1)=[O:31].CC(=O)OCC, predict the reaction product. The product is: [NH2:1][C:2]1[N:7]=[C:6]2[S:8][N:9]([CH2:12][C:13]([N:14]3[CH2:15][CH2:16][N:17]([C:30]([O:32][C:33]4[CH:34]=[CH:35][C:36]([N+:39]([O-:41])=[O:40])=[CH:37][CH:38]=4)=[O:31])[CH2:18][CH2:19]3)=[O:20])[C:10](=[O:11])[C:5]2=[C:4]([CH3:21])[CH:3]=1. (3) Given the reactants [F:1][C:2]1[CH:8]=[CH:7][CH:6]=[C:5]([CH3:9])[C:3]=1[NH2:4].[Br:10]N1C(=O)CCC1=O.O, predict the reaction product. The product is: [Br:10][C:7]1[CH:6]=[C:5]([CH3:9])[C:3]([NH2:4])=[C:2]([F:1])[CH:8]=1.